This data is from Forward reaction prediction with 1.9M reactions from USPTO patents (1976-2016). The task is: Predict the product of the given reaction. (1) Given the reactants [OH:1][C:2]1[CH:7]=[CH:6][CH:5]=[CH:4][C:3]=1[CH2:8][CH2:9][OH:10].[C:11]([O-])([O-])=O.[Cs+].[Cs+].CI, predict the reaction product. The product is: [OH:10][CH2:9][CH2:8][C:3]1[CH:4]=[CH:5][CH:6]=[CH:7][C:2]=1[O:1][CH3:11]. (2) Given the reactants [F:1][CH:2]([F:23])[O:3][C:4]1[CH:9]=[CH:8][C:7]([C:10]#[C:11][C:12]2[CH:13]=[C:14]([CH:18]3OCC[O:19]3)[CH:15]=[CH:16][CH:17]=2)=[CH:6][CH:5]=1.C1COCC1.Cl, predict the reaction product. The product is: [F:1][CH:2]([F:23])[O:3][C:4]1[CH:9]=[CH:8][C:7]([C:10]#[C:11][C:12]2[CH:13]=[C:14]([CH:15]=[CH:16][CH:17]=2)[CH:18]=[O:19])=[CH:6][CH:5]=1. (3) The product is: [Cl:50][C:51]1[N:55]([CH2:56][CH2:57][CH2:58][OH:59])[N:54]=[CH:53][C:52]=1[C:60]1[N:65]=[C:64]([C:66](=[O:69])[NH:67][CH3:68])[C:63]([NH:70][C:71]2[C:76]([C:77]([F:78])([F:79])[F:80])=[CH:75][N:74]=[C:73]([NH:81][C:82]3[CH:96]=[CH:95][C:85]([CH2:86][P:87](=[O:91])([OH:94])[O:88][CH2:89][CH3:90])=[CH:84][C:83]=3[O:97][CH3:98])[N:72]=2)=[CH:62][CH:61]=1. Given the reactants C(N(CC)C(C1C=C(C2C=NN(CCCO)C=2)C=CC=1NC1C(C(F)(F)F)=CN=C(NC2C=CC(CP(=O)(O)OCC)=CC=2OC)N=1)=O)C.[Cl:50][C:51]1[N:55]([CH2:56][CH2:57][CH2:58][OH:59])[N:54]=[CH:53][C:52]=1[C:60]1[N:65]=[C:64]([C:66](=[O:69])[NH:67][CH3:68])[C:63]([NH:70][C:71]2[C:76]([C:77]([F:80])([F:79])[F:78])=[CH:75][N:74]=[C:73]([NH:81][C:82]3[CH:96]=[CH:95][C:85]([CH2:86][P:87](=[O:94])([O:91]CC)[O:88][CH2:89][CH3:90])=[CH:84][C:83]=3[O:97][CH3:98])[N:72]=2)=[CH:62][CH:61]=1, predict the reaction product. (4) Given the reactants [OH-].[Na+].C([O:5][C:6](=[O:27])[CH:7]([C:13]1[CH:18]=[C:17]([N+:19]([O-:21])=[O:20])[C:16]([O:22][CH3:23])=[CH:15][C:14]=1[C:24]([OH:26])=[O:25])C(OCC)=O)C, predict the reaction product. The product is: [C:6]([CH2:7][C:13]1[CH:18]=[C:17]([N+:19]([O-:21])=[O:20])[C:16]([O:22][CH3:23])=[CH:15][C:14]=1[C:24]([OH:26])=[O:25])([OH:27])=[O:5]. (5) Given the reactants [C:1]([O:5][C:6]([N:8]1[C:16]2[C:11](=[CH:12][CH:13]=[CH:14][CH:15]=2)[CH:10]=[C:9]1B(O)O)=[O:7])([CH3:4])([CH3:3])[CH3:2].[Cl:20][C:21]1[N:26]=[C:25](Cl)[CH:24]=[C:23]([Cl:28])[N:22]=1.O, predict the reaction product. The product is: [Cl:20][C:21]1[N:26]=[C:25]([C:9]2[N:8]([C:6]([O:5][C:1]([CH3:4])([CH3:3])[CH3:2])=[O:7])[C:16]3[C:11]([CH:10]=2)=[CH:12][CH:13]=[CH:14][CH:15]=3)[CH:24]=[C:23]([Cl:28])[N:22]=1.